This data is from Forward reaction prediction with 1.9M reactions from USPTO patents (1976-2016). The task is: Predict the product of the given reaction. (1) Given the reactants Cl[C:2]1[N:10]=[C:9]2[C:5]([N:6]=[CH:7][NH:8]2)=[C:4]([NH:11][CH:12]2[CH2:17][CH2:16][CH2:15][CH2:14][CH2:13]2)[N:3]=1.[CH3:18][N:19]1[CH:23]=[C:22]([NH2:24])[CH:21]=[N:20]1.[Si](Cl)(C)(C)C, predict the reaction product. The product is: [CH:12]1([NH:11][C:4]2[N:3]=[C:2]([NH:24][C:22]3[CH:21]=[N:20][N:19]([CH3:18])[CH:23]=3)[N:10]=[C:9]3[C:5]=2[N:6]=[CH:7][NH:8]3)[CH2:17][CH2:16][CH2:15][CH2:14][CH2:13]1. (2) Given the reactants [CH2:1]([O:3][C:4](=[O:16])[CH2:5][CH2:6][CH2:7][N:8]1[CH2:13][CH2:12][O:11][C@H:10]([CH2:14][NH2:15])[CH2:9]1)[CH3:2].[NH2:17][C:18]1[C:26]([Cl:27])=[CH:25][C:21]([C:22]([OH:24])=[O:23])=[C:20]([O:28][CH2:29][CH3:30])[CH:19]=1.Cl.C(N=C=N[CH2:37][CH2:38][CH2:39][N:40]([CH3:42])C)C.[C:43](=O)(O)[O-].[Na+], predict the reaction product. The product is: [NH2:17][C:18]1[C:26]([Cl:27])=[CH:25][C:21]([C:22]([NH:15][CH2:14][C@@H:10]2[CH2:9][N:8]([CH2:7][CH2:6][CH2:5][C:4]([O:3][C@@H:1]3[CH:37]4[CH2:38][CH2:39][N:40]([CH2:42][CH2:43]4)[CH2:2]3)=[O:16])[CH2:13][CH2:12][O:11]2)=[O:24])=[C:20]([O:28][CH2:29][CH3:30])[CH:19]=1.[CH2:1]([O:3][C:4](=[O:16])[CH2:5][CH2:6][CH2:7][N:8]1[CH2:13][CH2:12][O:11][C@H:10]([CH2:14][NH:15][C:22](=[O:23])[C:21]2[CH:25]=[C:26]([Cl:27])[C:18]([NH2:17])=[CH:19][C:20]=2[O:28][CH2:29][CH3:30])[CH2:9]1)[CH3:2]. (3) The product is: [O:3]1[C:7]2[CH:8]=[CH:9][CH:10]=[C:11]([CH:12]3[CH2:17][CH2:16][N:15]([CH2:18][CH2:19][C@H:20]4[CH2:21][CH2:22][C@H:23]([NH:26][C:33]([CH:29]5[CH2:30][CH2:31][CH2:32][O:27][CH2:28]5)=[O:34])[CH2:24][CH2:25]4)[CH2:14][CH2:13]3)[C:6]=2[CH2:5][CH2:4]1. Given the reactants Cl.Cl.[O:3]1[C:7]2[CH:8]=[CH:9][CH:10]=[C:11]([CH:12]3[CH2:17][CH2:16][N:15]([CH2:18][CH2:19][C@H:20]4[CH2:25][CH2:24][C@H:23]([NH2:26])[CH2:22][CH2:21]4)[CH2:14][CH2:13]3)[C:6]=2[CH2:5][CH2:4]1.[O:27]1[CH2:32][CH2:31][CH2:30][CH:29]([C:33](O)=[O:34])[CH2:28]1, predict the reaction product.